Task: Regression. Given a peptide amino acid sequence and an MHC pseudo amino acid sequence, predict their binding affinity value. This is MHC class II binding data.. Dataset: Peptide-MHC class II binding affinity with 134,281 pairs from IEDB The peptide sequence is RNGGEIGAVALDYPS. The MHC is DRB1_0404 with pseudo-sequence DRB1_0404. The binding affinity (normalized) is 0.263.